Dataset: Forward reaction prediction with 1.9M reactions from USPTO patents (1976-2016). Task: Predict the product of the given reaction. (1) Given the reactants [SH:1][C:2]1[N:10]=[CH:9][CH:8]=[CH:7][C:3]=1[C:4]([OH:6])=[O:5].Br[CH2:12][CH3:13], predict the reaction product. The product is: [CH2:12]([S:1][C:2]1[N:10]=[CH:9][CH:8]=[CH:7][C:3]=1[C:4]([OH:6])=[O:5])[CH3:13]. (2) The product is: [OH:2][C:3]1[CH:4]=[CH:5][C:6]([CH2:9][CH2:10][CH2:11][N:12]2[C:21]3[C:16]([C:17](=[O:23])[NH:18][C:19](=[O:22])[N:20]=3)=[N:15][C:14]3[CH:24]=[C:25]([CH3:29])[C:26]([CH3:28])=[CH:27][C:13]2=3)=[CH:7][CH:8]=1. Given the reactants C[O:2][C:3]1[CH:8]=[CH:7][C:6]([CH2:9][CH2:10][CH2:11][N:12]2[C:21]3[C:16]([C:17](=[O:23])[NH:18][C:19](=[O:22])[N:20]=3)=[N:15][C:14]3[CH:24]=[C:25]([CH3:29])[C:26]([CH3:28])=[CH:27][C:13]2=3)=[CH:5][CH:4]=1.B(Br)(Br)Br.O, predict the reaction product.